Dataset: Forward reaction prediction with 1.9M reactions from USPTO patents (1976-2016). Task: Predict the product of the given reaction. (1) The product is: [Cl:12][C:13]1[CH:18]=[CH:17][C:16]([C:3]2[CH:2]=[CH:8][C:6]([NH2:7])=[C:5]([N+:9]([O-:11])=[O:10])[CH:4]=2)=[CH:15][CH:14]=1. Given the reactants Cl[C:2]1[CH:3]=[CH:4][C:5]([N+:9]([O-:11])=[O:10])=[C:6]([CH:8]=1)[NH2:7].[Cl:12][C:13]1[CH:18]=[CH:17][C:16](B(O)O)=[CH:15][CH:14]=1.[O-]P([O-])([O-])=O.[K+].[K+].[K+], predict the reaction product. (2) Given the reactants [Cl:1][CH2:2][C:3](Cl)=[O:4].[N+:6]([C:9]1[CH:10]=[CH:11][C:12]2[NH:17][CH2:16][CH2:15][S:14][C:13]=2[CH:18]=1)([O-:8])=[O:7], predict the reaction product. The product is: [Cl:1][CH2:2][C:3]([N:17]1[CH2:16][CH2:15][S:14][C:13]2[CH:18]=[C:9]([N+:6]([O-:8])=[O:7])[CH:10]=[CH:11][C:12]1=2)=[O:4]. (3) Given the reactants [CH2:1]([O:8][C:9]1[CH:14]=[CH:13][N:12]([C:15]2[CH:20]=[CH:19][C:18]3[C:21]4[CH2:27][CH2:26][N:25](C(OC(C)(C)C)=O)[CH2:24][CH2:23][C:22]=4[S:35][C:17]=3[CH:16]=2)[C:11](=[O:36])[CH:10]=1)[C:2]1[CH:7]=[CH:6][CH:5]=[CH:4][CH:3]=1.[ClH:37], predict the reaction product. The product is: [ClH:37].[CH2:1]([O:8][C:9]1[CH:14]=[CH:13][N:12]([C:15]2[CH:20]=[CH:19][C:18]3[C:21]4[CH2:27][CH2:26][NH:25][CH2:24][CH2:23][C:22]=4[S:35][C:17]=3[CH:16]=2)[C:11](=[O:36])[CH:10]=1)[C:2]1[CH:3]=[CH:4][CH:5]=[CH:6][CH:7]=1.